This data is from Full USPTO retrosynthesis dataset with 1.9M reactions from patents (1976-2016). The task is: Predict the reactants needed to synthesize the given product. (1) Given the product [CH2:18]([S:17][C:4]1[N:3]=[C:2]([Br:34])[C:11]2[N:10]=[C:9]([C:12]([O:14][CH3:15])=[O:13])[C:8](=[O:16])[NH:7][C:6]=2[N:5]=1)[C:19]1[CH:24]=[CH:23][CH:22]=[CH:21][CH:20]=1, predict the reactants needed to synthesize it. The reactants are: N[C:2]1[C:11]2[N:10]=[C:9]([C:12]([O:14][CH3:15])=[O:13])[C:8](=[O:16])[NH:7][C:6]=2[N:5]=[C:4]([S:17][CH2:18][C:19]2[CH:24]=[CH:23][CH:22]=[CH:21][CH:20]=2)[N:3]=1.N(OCCC(C)C)=O.C(Br)(Br)[Br:34]. (2) Given the product [CH3:20][O:19][CH2:18][C@H:17]([CH3:21])[CH2:16][CH2:15][S:14][C:11]1[CH:12]=[CH:13][C:8]([C@H:7]2[C@H:2]([O:1][CH2:53][C@H:54]3[CH2:56][O:55]3)[CH2:3][N:4]([C:39]([O:41][CH3:42])=[O:40])[CH2:5][C@@H:6]2[O:22][CH2:23][C:24]2[CH:25]=[CH:26][C:27]3[O:32][CH2:31][CH2:30][N:29]([CH2:33][CH2:34][CH2:35][O:36][CH3:37])[C:28]=3[CH:38]=2)=[CH:9][CH:10]=1, predict the reactants needed to synthesize it. The reactants are: [OH:1][C@H:2]1[C@H:7]([C:8]2[CH:13]=[CH:12][C:11]([S:14][CH2:15][CH2:16][C@@H:17]([CH3:21])[CH2:18][O:19][CH3:20])=[CH:10][CH:9]=2)[C@@H:6]([O:22][CH2:23][C:24]2[CH:25]=[CH:26][C:27]3[O:32][CH2:31][CH2:30][N:29]([CH2:33][CH2:34][CH2:35][O:36][CH3:37])[C:28]=3[CH:38]=2)[CH2:5][N:4]([C:39]([O:41][CH3:42])=[O:40])[CH2:3]1.C1(C)C=CC(S(O[CH2:53][C@H:54]2[CH2:56][O:55]2)(=O)=O)=CC=1. (3) Given the product [C:18]([O:17][C:15](=[O:14])[NH:1][CH:2]1[C:3]2[C:8](=[CH:7][C:6]([CH2:12][OH:13])=[CH:5][CH:4]=2)[CH2:9][CH2:10][CH2:11]1)([CH3:21])([CH3:20])[CH3:19], predict the reactants needed to synthesize it. The reactants are: [NH2:1][CH:2]1[CH2:11][CH2:10][CH2:9][C:8]2[CH:7]=[C:6]([CH2:12][OH:13])[CH:5]=[CH:4][C:3]1=2.[O:14](C(OC(C)(C)C)=O)[C:15]([O:17][C:18]([CH3:21])([CH3:20])[CH3:19])=O. (4) Given the product [C:21]([C:20]1[CH:23]=[C:16]([C:14]2[S:15][C:11]([C:4]3[C:3]([CH2:1][CH3:2])=[C:8]([CH2:9][N:28]([CH3:36])[CH2:29][CH2:30][C:31]([OH:33])=[O:32])[CH:7]=[CH:6][CH:5]=3)=[CH:12][N:13]=2)[CH:17]=[CH:18][C:19]=1[O:24][CH:25]([CH3:27])[CH3:26])#[N:22], predict the reactants needed to synthesize it. The reactants are: [CH2:1]([C:3]1[C:8]([CH:9]=O)=[CH:7][CH:6]=[CH:5][C:4]=1[C:11]1[S:15][C:14]([C:16]2[CH:17]=[CH:18][C:19]([O:24][CH:25]([CH3:27])[CH3:26])=[C:20]([CH:23]=2)[C:21]#[N:22])=[N:13][CH:12]=1)[CH3:2].[NH2:28][CH2:29][CH2:30][C:31]([O:33]CC)=[O:32].[C:36](O[BH-](OC(=O)C)OC(=O)C)(=O)C.[Na+].C=O.Cl. (5) The reactants are: [C:1]1([CH:7]=O)[CH2:6][CH2:5][CH2:4][CH2:3][CH:2]=1.[C:9]([O:13][C:14]([NH:16][C@H:17]1[CH2:21][CH2:20][NH:19][CH2:18]1)=[O:15])([CH3:12])([CH3:11])[CH3:10].C(O)(=O)C.C(O[BH-](OC(=O)C)OC(=O)C)(=O)C.[Na+].C(=O)(O)[O-].[Na+]. Given the product [C:1]1([CH2:7][N:19]2[CH2:20][CH2:21][C@H:17]([NH:16][C:14](=[O:15])[O:13][C:9]([CH3:11])([CH3:10])[CH3:12])[CH2:18]2)[CH2:6][CH2:5][CH2:4][CH2:3][CH:2]=1, predict the reactants needed to synthesize it. (6) Given the product [Cl:20][C:14]1[CH:15]=[C:16]([Cl:19])[CH:17]=[CH:18][C:13]=1[O:12][CH:10]1[CH2:11][N:8]([C:6]2[CH:5]=[CH:4][N:3]=[C:2]([NH:21][C:22]3[CH:23]=[CH:24][C:25]([C:26]([NH:28][CH3:29])=[O:27])=[CH:30][CH:31]=3)[N:7]=2)[CH2:9]1, predict the reactants needed to synthesize it. The reactants are: Cl[C:2]1[N:7]=[C:6]([N:8]2[CH2:11][CH:10]([O:12][C:13]3[CH:18]=[CH:17][C:16]([Cl:19])=[CH:15][C:14]=3[Cl:20])[CH2:9]2)[CH:5]=[CH:4][N:3]=1.[NH2:21][C:22]1[CH:31]=[CH:30][C:25]([C:26]([NH:28][CH3:29])=[O:27])=[CH:24][CH:23]=1.C(=O)([O-])[O-].[Cs+].[Cs+].